Task: Binary Classification. Given a drug SMILES string, predict its activity (active/inactive) in a high-throughput screening assay against a specified biological target.. Dataset: HIV replication inhibition screening data with 41,000+ compounds from the AIDS Antiviral Screen (1) The drug is COc1cccc(-c2nc(-c3cnccn3)n(Cc3ccccc3)n2)c1. The result is 0 (inactive). (2) The molecule is C=C1c2nc3ccccc3n2C=C(c2ccc(OC)cc2)N1c1ccccc1. The result is 0 (inactive). (3) The molecule is CCOC(=O)C(C#N)=C1SSC(=C(C#N)C(=O)OCC)S1. The result is 0 (inactive).